From a dataset of Forward reaction prediction with 1.9M reactions from USPTO patents (1976-2016). Predict the product of the given reaction. (1) Given the reactants Br[C:2]1[CH:7]=[CH:6][C:5]([C@H:8]2[CH2:10][C@@H:9]2[CH2:11][CH2:12][OH:13])=[CH:4][CH:3]=1.[C:14]([C:16]1[CH:21]=[CH:20][C:19](B(O)O)=[CH:18][CH:17]=1)#[N:15].C([O-])([O-])=O.[Cs+].[Cs+], predict the reaction product. The product is: [OH:13][CH2:12][CH2:11][C@H:9]1[CH2:10][C@@H:8]1[C:5]1[CH:6]=[CH:7][C:2]([C:19]2[CH:20]=[CH:21][C:16]([C:14]#[N:15])=[CH:17][CH:18]=2)=[CH:3][CH:4]=1. (2) Given the reactants [C:1]([OH:8])(=[O:7])[CH2:2][CH2:3][C:4]([CH3:6])=[O:5].[C:9](=[O:12])([O-])[O-].[Na+].[Na+].[CH:15](=O)[C:16]1[O:20][CH:19]=[CH:18][CH:17]=1.Cl, predict the reaction product. The product is: [O:20]1[CH:19]=[CH:18][CH:17]=[C:16]1[CH:15]=[CH:6][C:4](=[O:5])[C:3](=[CH:4][C:3]1[O:12][CH:9]=[CH:1][CH:2]=1)[CH2:2][C:1]([OH:8])=[O:7].